Dataset: Peptide-MHC class I binding affinity with 185,985 pairs from IEDB/IMGT. Task: Regression. Given a peptide amino acid sequence and an MHC pseudo amino acid sequence, predict their binding affinity value. This is MHC class I binding data. (1) The peptide sequence is YMLKDSAPT. The MHC is HLA-A03:01 with pseudo-sequence HLA-A03:01. The binding affinity (normalized) is 0.0847. (2) The binding affinity (normalized) is 0.0847. The peptide sequence is RLAPEPVYT. The MHC is HLA-A69:01 with pseudo-sequence HLA-A69:01. (3) The peptide sequence is STDFKMAVEV. The MHC is HLA-A02:02 with pseudo-sequence HLA-A02:02. The binding affinity (normalized) is 0.385. (4) The peptide sequence is WTMKIGIGI. The MHC is HLA-A26:01 with pseudo-sequence HLA-A26:01. The binding affinity (normalized) is 0.173. (5) The peptide sequence is RPRHQGVMV. The MHC is HLA-A31:01 with pseudo-sequence HLA-A31:01. The binding affinity (normalized) is 0.0847.